This data is from Reaction yield outcomes from USPTO patents with 853,638 reactions. The task is: Predict the reaction yield, written as a fraction of the theoretical maximum amount of product (1.0 means a 100% yield; for example, 0.34 means a 34% yield). (1) The reactants are [N+:1]([C:4]1[CH:9]=[CH:8][C:7]([CH2:10][CH2:11][CH:12]=[O:13])=[C:6]([C:14]([F:17])([F:16])[F:15])[CH:5]=1)([O-:3])=[O:2].[BH4-].[Na+]. The catalyst is CO. The product is [N+:1]([C:4]1[CH:9]=[CH:8][C:7]([CH2:10][CH2:11][CH2:12][OH:13])=[C:6]([C:14]([F:15])([F:16])[F:17])[CH:5]=1)([O-:3])=[O:2]. The yield is 0.500. (2) The reactants are [C:1]1([C@H:13]2[CH2:18][CH2:17][C@H:16]([CH:19]=[O:20])[CH2:15][CH2:14]2)[N:2]=[N:3][N:4]2[C:9]=1[C:8]1[CH:10]=[CH:11][NH:12][C:7]=1[N:6]=[CH:5]2.P([O-])(O)(O)=[O:22].[Na+].CC(=CC)C.Cl([O-])=O.[Na+].S([O-])([O-])(=O)=S.[Na+].[Na+]. The catalyst is C(O)(C)(C)C.O. The product is [C:1]1([C@H:13]2[CH2:14][CH2:15][C@H:16]([C:19]([OH:22])=[O:20])[CH2:17][CH2:18]2)[N:2]=[N:3][N:4]2[C:9]=1[C:8]1[CH:10]=[CH:11][NH:12][C:7]=1[N:6]=[CH:5]2. The yield is 0.540. (3) The reactants are [CH2:1]([N:8]1[CH2:17][CH2:16][C:15]2[N:14]=[C:13]([CH3:18])[C:12]([CH:19]([O:24][C:25]([CH3:28])([CH3:27])[CH3:26])[C:20]([O:22]C)=[O:21])=[C:11]([C:29]3[CH:34]=[CH:33][C:32]([CH3:35])=[CH:31][CH:30]=3)[C:10]=2[CH2:9]1)[C:2]1[CH:7]=[CH:6][CH:5]=[CH:4][CH:3]=1.[OH-].[Na+]. The catalyst is O1CCOCC1. The product is [CH2:1]([N:8]1[CH2:17][CH2:16][C:15]2[N:14]=[C:13]([CH3:18])[C:12]([CH:19]([O:24][C:25]([CH3:28])([CH3:27])[CH3:26])[C:20]([OH:22])=[O:21])=[C:11]([C:29]3[CH:30]=[CH:31][C:32]([CH3:35])=[CH:33][CH:34]=3)[C:10]=2[CH2:9]1)[C:2]1[CH:3]=[CH:4][CH:5]=[CH:6][CH:7]=1. The yield is 0.650. (4) The reactants are [Cl:1][C:2]1[CH:11]=[CH:10][C:9]2[NH:8][C:7](=O)[C:6]3=[N:13][O:14][CH:15]=[C:5]3[C:4]=2[CH:3]=1.C(N(CC)C(C)C)(C)C.O=P(Cl)(Cl)[Cl:27]. No catalyst specified. The product is [Cl:27][C:7]1[C:6]2=[N:13][O:14][CH:15]=[C:5]2[C:4]2[CH:3]=[C:2]([Cl:1])[CH:11]=[CH:10][C:9]=2[N:8]=1. The yield is 0.380.